This data is from Full USPTO retrosynthesis dataset with 1.9M reactions from patents (1976-2016). The task is: Predict the reactants needed to synthesize the given product. (1) Given the product [F:12][C:3]([F:2])([F:11])[C:4]1[CH:5]=[C:6]([S:10][CH2:14][C:15]#[N:16])[CH:7]=[CH:8][CH:9]=1, predict the reactants needed to synthesize it. The reactants are: [Na].[F:2][C:3]([F:12])([F:11])[C:4]1[CH:5]=[C:6]([SH:10])[CH:7]=[CH:8][CH:9]=1.Cl[CH2:14][C:15]#[N:16].CCOCC. (2) Given the product [CH2:27]([O:29][C:30]([C:31]1[C:4](=[O:5])[C:6]2[N:7]([CH:8]=[C:9]([CH2:17][C:18]3[CH:23]=[CH:22][CH:21]=[C:20]([F:24])[C:19]=3[CH3:25])[C:10]=2[C:11]2[CH:16]=[CH:15][CH:14]=[CH:13][CH:12]=2)[NH:26][CH:32]=1)=[O:37])[CH3:28], predict the reactants needed to synthesize it. The reactants are: C(O[C:4]([C:6]1[N:7]([NH2:26])[CH:8]=[C:9]([CH2:17][C:18]2[CH:23]=[CH:22][CH:21]=[C:20]([F:24])[C:19]=2[CH3:25])[C:10]=1[C:11]1[CH:16]=[CH:15][CH:14]=[CH:13][CH:12]=1)=[O:5])C.[CH2:27]([O:29][CH:30]([O:37]CC)[CH2:31][C:32](OCC)=O)[CH3:28].O.C1(C)C=CC(S(O)(=O)=O)=CC=1.C1CCN2C(=NCCC2)CC1. (3) Given the product [N:33]1[CH:38]=[CH:37][C:36]([C:2]2[C:10]3[C:5](=[CH:6][CH:7]=[C:8]([C:11]([OH:13])=[O:12])[CH:9]=3)[N:4]([C:14]([C:27]3[CH:32]=[CH:31][CH:30]=[CH:29][CH:28]=3)([C:21]3[CH:26]=[CH:25][CH:24]=[CH:23][CH:22]=3)[C:15]3[CH:20]=[CH:19][CH:18]=[CH:17][CH:16]=3)[N:3]=2)=[CH:35][CH:34]=1, predict the reactants needed to synthesize it. The reactants are: Br[C:2]1[C:10]2[C:5](=[CH:6][CH:7]=[C:8]([C:11]([OH:13])=[O:12])[CH:9]=2)[N:4]([C:14]([C:27]2[CH:32]=[CH:31][CH:30]=[CH:29][CH:28]=2)([C:21]2[CH:26]=[CH:25][CH:24]=[CH:23][CH:22]=2)[C:15]2[CH:20]=[CH:19][CH:18]=[CH:17][CH:16]=2)[N:3]=1.[N:33]1[CH:38]=[CH:37][C:36](B(O)O)=[CH:35][CH:34]=1. (4) Given the product [Cl:29][C:20]1[NH:21][C:15]2[CH:14]=[N:13][N:12]([CH3:11])[C:17](=[O:18])[C:16]=2[N:19]=1, predict the reactants needed to synthesize it. The reactants are: C[Si](C)(C)[N-][Si](C)(C)C.[Li+].[CH3:11][N:12]1[C:17](=[O:18])[C:16]2[N:19]=[CH:20][N:21](C(OC(C)(C)C)=O)[C:15]=2[CH:14]=[N:13]1.[Cl:29]C(Cl)(Cl)C(Cl)(Cl)Cl.O.N. (5) Given the product [CH3:7][C:5]1[N:6]=[C:2]([CH3:1])[N:3]2[CH2:8][CH2:9][NH:10][CH:21]([CH2:20][CH2:19][C:16]3[CH:17]=[CH:18][C:13]([C:12]([F:11])([F:23])[F:24])=[CH:14][CH:15]=3)[C:4]=12, predict the reactants needed to synthesize it. The reactants are: [CH3:1][C:2]1[N:3]([CH2:8][CH2:9][NH2:10])[CH:4]=[C:5]([CH3:7])[N:6]=1.[F:11][C:12]([F:24])([F:23])[C:13]1[CH:18]=[CH:17][C:16]([CH2:19][CH2:20][CH:21]=O)=[CH:15][CH:14]=1. (6) The reactants are: C([O:8][CH2:9][CH:10]=[CH:11][C@H:12]([NH:14][C:15](=[O:20])[C:16]([F:19])([F:18])[F:17])[CH3:13])C1C=CC=CC=1.[H][H].ClCCl. Given the product [F:17][C:16]([F:18])([F:19])[C:15]([NH:14][C@H:12]([CH3:13])[CH2:11][CH2:10][CH2:9][OH:8])=[O:20], predict the reactants needed to synthesize it. (7) Given the product [CH2:17]([O:24][C:25](=[O:35])[NH:26][CH2:27][CH:28]1[CH2:33][CH2:32][CH2:31][CH:30]([NH:34][C:13]([C:12]2[C:8]([C:7]3[C:2]([Cl:1])=[N:3][CH:4]=[CH:5][CH:6]=3)=[N:9][O:10][C:11]=2[CH3:16])=[O:15])[CH2:29]1)[C:18]1[CH:19]=[CH:20][CH:21]=[CH:22][CH:23]=1, predict the reactants needed to synthesize it. The reactants are: [Cl:1][C:2]1[C:7]([C:8]2[C:12]([C:13]([OH:15])=O)=[C:11]([CH3:16])[O:10][N:9]=2)=[CH:6][CH:5]=[CH:4][N:3]=1.[CH2:17]([O:24][C:25](=[O:35])[NH:26][CH2:27][CH:28]1[CH2:33][CH2:32][CH2:31][CH:30]([NH2:34])[CH2:29]1)[C:18]1[CH:23]=[CH:22][CH:21]=[CH:20][CH:19]=1.Cl.CN(C)CCCN=C=NCC.ON1C2N=CC=CC=2N=N1.C(N(CC)C(C)C)(C)C.